Dataset: Reaction yield outcomes from USPTO patents with 853,638 reactions. Task: Predict the reaction yield, written as a fraction of the theoretical maximum amount of product (1.0 means a 100% yield; for example, 0.34 means a 34% yield). (1) The reactants are [C:1]([O:5][C:6]([NH:8][CH:9]1[CH2:14][CH2:13][CH:12]([O:15][C:16]2[C:17]3[C:18]4[CH2:19][C@H:20]([CH2:29][C:30]([OH:32])=O)[CH2:21][CH2:22][C:23]=4[S:24][C:25]=3[N:26]=[CH:27][N:28]=2)[CH2:11][CH2:10]1)=[O:7])([CH3:4])([CH3:3])[CH3:2].[NH4+].[Cl-].CC[N:37]=C=NCCCN(C)C.C1C=CC2N(O)N=NC=2C=1. The catalyst is CN(C=O)C.CN(C)C1C=CN=CC=1. The product is [C:30]([CH2:29][C@H:20]1[CH2:19][C:18]2[C:17]3[C:16]([O:15][CH:12]4[CH2:11][CH2:10][CH:9]([NH:8][C:6](=[O:7])[O:5][C:1]([CH3:2])([CH3:4])[CH3:3])[CH2:14][CH2:13]4)=[N:28][CH:27]=[N:26][C:25]=3[S:24][C:23]=2[CH2:22][CH2:21]1)(=[O:32])[NH2:37]. The yield is 0.740. (2) The reactants are [NH2:1][C:2]1[CH:3]=[C:4]([C:8]2[C:16]3[C:11](=[CH:12][CH:13]=[C:14]([C:17]([NH2:19])=[O:18])[CH:15]=3)[N:10](C3CCCCO3)[N:9]=2)[CH:5]=[CH:6][CH:7]=1.Cl.[N:27]1[CH:32]=[CH:31][C:30]([CH2:33][C:34](O)=[O:35])=[CH:29][CH:28]=1.CCN=C=NCCCN(C)C. No catalyst specified. The product is [N:27]1[CH:32]=[CH:31][C:30]([CH2:33][C:34]([NH:1][C:2]2[CH:3]=[C:4]([C:8]3[C:16]4[C:11](=[CH:12][CH:13]=[C:14]([C:17]([NH2:19])=[O:18])[CH:15]=4)[NH:10][N:9]=3)[CH:5]=[CH:6][CH:7]=2)=[O:35])=[CH:29][CH:28]=1. The yield is 0.0400. (3) The reactants are [CH:1]1([Mg]Br)[CH2:3][CH2:2]1.Br[C:7]1[C:16]2[C:11](=[CH:12][CH:13]=[CH:14][CH:15]=2)[CH:10]=[CH:9][CH:8]=1. The catalyst is O1CCCC1.Cl[Ni]1(Cl)[P](C2C=CC=CC=2)(C2C=CC=CC=2)CCC[P]1(C1C=CC=CC=1)C1C=CC=CC=1. The product is [CH:1]1([C:15]2[C:16]3[C:11](=[CH:10][CH:9]=[CH:8][CH:7]=3)[CH:12]=[CH:13][CH:14]=2)[CH2:3][CH2:2]1. The yield is 0.760. (4) The reactants are C([O:4][CH2:5][C@@H:6]1[C@@H:10]([O:11]C(=O)C)[C@@H:9]([O:15]C(=O)C)[C@H:8]([N:19]2[CH:27]=[N:26][C:25]3[C:20]2=[N:21][C:22]([I:29])=[N:23][C:24]=3Cl)[O:7]1)(=O)C.[NH3:30]. No catalyst specified. The product is [NH2:30][C:24]1[N:23]=[C:22]([I:29])[N:21]=[C:20]2[C:25]=1[N:26]=[CH:27][N:19]2[C@H:8]1[C@H:9]([OH:15])[C@H:10]([OH:11])[C@@H:6]([CH2:5][OH:4])[O:7]1. The yield is 0.800.